Dataset: Catalyst prediction with 721,799 reactions and 888 catalyst types from USPTO. Task: Predict which catalyst facilitates the given reaction. (1) Reactant: [Br:1][C:2]1[CH:7]=[CH:6][C:5]([OH:8])=[CH:4][N:3]=1.[H-].[Na+].Br[CH2:12][CH:13]([CH3:15])[CH3:14].O. Product: [Br:1][C:2]1[CH:7]=[CH:6][C:5]([O:8][CH2:12][CH:13]([CH3:15])[CH3:14])=[CH:4][N:3]=1. The catalyst class is: 3. (2) Reactant: [F:1][C:2]1[C:39]([F:40])=[CH:38][CH:37]=[CH:36][C:3]=1[CH2:4][N:5]1[C:10](=[O:11])[CH:9]=[CH:8][C:7]([CH2:12][C:13]2[C:21]3[C:16](=[CH:17][CH:18]=[CH:19][CH:20]=3)[N:15]([CH2:22][C:23]([O:25]CC3C=CC=C(F)C=3F)=[O:24])[C:14]=2[CH3:35])=[N:6]1.C1COCC1.[OH-].[Li+].Cl. Product: [F:1][C:2]1[C:39]([F:40])=[CH:38][CH:37]=[CH:36][C:3]=1[CH2:4][N:5]1[C:10](=[O:11])[CH:9]=[CH:8][C:7]([CH2:12][C:13]2[C:21]3[C:16](=[CH:17][CH:18]=[CH:19][CH:20]=3)[N:15]([CH2:22][C:23]([OH:25])=[O:24])[C:14]=2[CH3:35])=[N:6]1. The catalyst class is: 72.